Dataset: Reaction yield outcomes from USPTO patents with 853,638 reactions. Task: Predict the reaction yield, written as a fraction of the theoretical maximum amount of product (1.0 means a 100% yield; for example, 0.34 means a 34% yield). The yield is 0.780. The catalyst is C(O)C. The reactants are [NH2:1][C@@H:2]1[CH2:7][CH2:6][CH2:5][N:4]([C:8]([O:10][C:11]([CH3:14])([CH3:13])[CH3:12])=[O:9])[CH2:3]1.[F:15][C:16]1[CH:17]=[CH:18][C:19]2[N:20]([C:22]([C:25]3[N:30]=[C:29](F)[C:28]([C:32]([F:35])([F:34])[F:33])=[C:27]([O:36][CH3:37])[N:26]=3)=[CH:23][N:24]=2)[CH:21]=1. The product is [F:15][C:16]1[CH:17]=[CH:18][C:19]2[N:20]([C:22]([C:25]3[N:30]=[C:29]([NH:1][C@@H:2]4[CH2:7][CH2:6][CH2:5][N:4]([C:8]([O:10][C:11]([CH3:14])([CH3:13])[CH3:12])=[O:9])[CH2:3]4)[C:28]([C:32]([F:33])([F:34])[F:35])=[C:27]([O:36][CH3:37])[N:26]=3)=[CH:23][N:24]=2)[CH:21]=1.